Task: Regression. Given a peptide amino acid sequence and an MHC pseudo amino acid sequence, predict their binding affinity value. This is MHC class II binding data.. Dataset: Peptide-MHC class II binding affinity with 134,281 pairs from IEDB (1) The peptide sequence is ALSVLVGLTAATVAI. The MHC is DRB1_1302 with pseudo-sequence DRB1_1302. The binding affinity (normalized) is 0.802. (2) The peptide sequence is REKKLSEFGKAKGSR. The MHC is HLA-DQA10303-DQB10402 with pseudo-sequence HLA-DQA10303-DQB10402. The binding affinity (normalized) is 0.257. (3) The peptide sequence is YDKFLANVSTVLTHK. The MHC is DRB1_1602 with pseudo-sequence DRB1_1602. The binding affinity (normalized) is 0.737.